From a dataset of Reaction yield outcomes from USPTO patents with 853,638 reactions. Predict the reaction yield, written as a fraction of the theoretical maximum amount of product (1.0 means a 100% yield; for example, 0.34 means a 34% yield). The reactants are [Br:1][C:2]1[CH:3]=[C:4]([NH:10][C:11]2[N:16]=[CH:15][C:14]([CH:17]3[CH2:20][N:19](C(OC(C)(C)C)=O)[CH2:18]3)=[CH:13][CH:12]=2)[C:5](=[O:9])[N:6]([CH3:8])[CH:7]=1. The catalyst is Cl.O1CCOCC1. The product is [NH:19]1[CH2:20][CH:17]([C:14]2[CH:13]=[CH:12][C:11]([NH:10][C:4]3[C:5](=[O:9])[N:6]([CH3:8])[CH:7]=[C:2]([Br:1])[CH:3]=3)=[N:16][CH:15]=2)[CH2:18]1. The yield is 0.840.